Task: Predict the reaction yield, written as a fraction of the theoretical maximum amount of product (1.0 means a 100% yield; for example, 0.34 means a 34% yield).. Dataset: Reaction yield outcomes from USPTO patents with 853,638 reactions (1) The catalyst is S(Cl)(Cl)=O. The yield is 0.900. The reactants are [NH2:1][C@H:2]([C:11]([OH:13])=[O:12])[CH2:3][C:4]1[CH:9]=[CH:8][C:7]([OH:10])=[CH:6][CH:5]=1.[C:14](O[C:14]([O:16][C:17]([CH3:20])([CH3:19])[CH3:18])=[O:15])([O:16][C:17]([CH3:20])([CH3:19])[CH3:18])=[O:15].[CH3:29]O. The product is [CH3:29][O:12][C:11](=[O:13])[C@@H:2]([NH:1][C:14]([O:16][C:17]([CH3:20])([CH3:19])[CH3:18])=[O:15])[CH2:3][C:4]1[CH:5]=[CH:6][C:7]([OH:10])=[CH:8][CH:9]=1. (2) The reactants are [CH:1]1([C:7]([N:9]([CH2:20][CH:21]2[CH2:26][CH2:25][N:24](C(OC(C)(C)C)=O)[CH2:23][CH2:22]2)[CH2:10]/[C:11](/[CH3:19])=[CH:12]/[C:13]2[CH:18]=[CH:17][CH:16]=[CH:15][CH:14]=2)=[O:8])[CH2:6][CH2:5][CH2:4][CH2:3][CH2:2]1.[F:34][C:35]([F:40])([F:39])[C:36]([OH:38])=[O:37].C1(C)C=CC=CC=1. The catalyst is ClCCl. The product is [F:34][C:35]([F:40])([F:39])[C:36]([OH:38])=[O:37].[CH:1]1([C:7]([N:9]([CH2:20][CH:21]2[CH2:26][CH2:25][NH:24][CH2:23][CH2:22]2)[CH2:10]/[C:11](/[CH3:19])=[CH:12]/[C:13]2[CH:14]=[CH:15][CH:16]=[CH:17][CH:18]=2)=[O:8])[CH2:2][CH2:3][CH2:4][CH2:5][CH2:6]1. The yield is 1.00.